Task: Predict the reaction yield, written as a fraction of the theoretical maximum amount of product (1.0 means a 100% yield; for example, 0.34 means a 34% yield).. Dataset: Reaction yield outcomes from USPTO patents with 853,638 reactions The reactants are C1(C)C=CC=CC=1.[NH2:8][C:9]1[CH:23]=[CH:22][C:12]2[O:13][C:14]3[C:20]([NH2:21])=[CH:19][CH:18]=[CH:17][C:15]=3[O:16][C:11]=2[CH:10]=1.N1C=CC=CC=1.[C:30]([OH:33])(=O)[CH3:31].C1C[O:37][CH2:36][CH2:35]1. No catalyst specified. The product is [C:36]([NH:8][C:9]1[CH:23]=[CH:22][C:12]2[O:13][C:14]3[C:20]([NH:21][C:30](=[O:33])[CH3:31])=[CH:19][CH:18]=[CH:17][C:15]=3[O:16][C:11]=2[CH:10]=1)(=[O:37])[CH3:35]. The yield is 0.820.